Dataset: Full USPTO retrosynthesis dataset with 1.9M reactions from patents (1976-2016). Task: Predict the reactants needed to synthesize the given product. (1) The reactants are: [C:1]([O:5][C:6]([NH:8][C@@H:9]([CH2:13][O:14][C:15]1[CH:20]=[CH:19][C:18]([F:21])=[CH:17][C:16]=1[N+:22]([O-])=O)[C:10]([OH:12])=[O:11])=[O:7])([CH3:4])([CH3:3])[CH3:2].ClCCl.CO. Given the product [NH2:22][C:16]1[CH:17]=[C:18]([F:21])[CH:19]=[CH:20][C:15]=1[O:14][CH2:13][C@H:9]([NH:8][C:6]([O:5][C:1]([CH3:4])([CH3:2])[CH3:3])=[O:7])[C:10]([OH:12])=[O:11], predict the reactants needed to synthesize it. (2) Given the product [CH3:10][CH:9]([O:8][C:5]1[C:4]([C:12]([F:15])([F:14])[F:13])=[CH:3][C:2]([B:21]2[O:26][C:27]([CH3:28])([CH3:29])[C:31]([CH3:32])([CH3:33])[O:30]2)=[CH:7][N:6]=1)[CH3:11], predict the reactants needed to synthesize it. The reactants are: Br[C:2]1[CH:3]=[C:4]([C:12]([F:15])([F:14])[F:13])[C:5]([O:8][CH:9]([CH3:11])[CH3:10])=[N:6][CH:7]=1.[Li]CCCC.[B:21]([O:30][CH:31]([CH3:33])[CH3:32])([O:26][CH:27]([CH3:29])[CH3:28])OC(C)C.OC(C(O)(C)C)(C)C. (3) Given the product [CH3:19][N:20]1[CH:24]=[C:23]([C:2]2[CH:7]=[CH:6][C:5]([C:8]3[NH:9][C:10](=[O:18])[C:11]4[C:16]([CH:17]=3)=[CH:15][CH:14]=[N:13][CH:12]=4)=[CH:4][CH:3]=2)[CH:22]=[N:21]1, predict the reactants needed to synthesize it. The reactants are: Br[C:2]1[CH:7]=[CH:6][C:5]([C:8]2[NH:9][C:10](=[O:18])[C:11]3[C:16]([CH:17]=2)=[CH:15][CH:14]=[N:13][CH:12]=3)=[CH:4][CH:3]=1.[CH3:19][N:20]1[CH:24]=[C:23](B2OC(C)(C)C(C)(C)O2)[CH:22]=[N:21]1.C(=O)([O-])O.[Na+]. (4) The reactants are: C([O:3][C:4](=[O:11])[CH2:5][N:6]1[CH:10]=[CH:9][CH:8]=[N:7]1)C.S(=O)(=O)(O)O.[N+:17]([O-])([OH:19])=[O:18]. Given the product [N+:17]([C:9]1[CH:8]=[N:7][N:6]([CH2:5][C:4]([OH:3])=[O:11])[CH:10]=1)([O-:19])=[O:18], predict the reactants needed to synthesize it. (5) The reactants are: [OH:1][C:2]1[CH:11]=[C:10]([OH:12])[CH:9]=[C:8]2[C:3]=1[C:4](=[O:16])[C:5]([O:14]C)=[C:6]([CH3:13])[O:7]2.B(Br)(Br)Br. Given the product [CH3:13][C:6]1[O:7][C:8]2[C:3]([C:4](=[O:16])[C:5]=1[OH:14])=[C:2]([OH:1])[CH:11]=[C:10]([OH:12])[CH:9]=2, predict the reactants needed to synthesize it.